Dataset: Reaction yield outcomes from USPTO patents with 853,638 reactions. Task: Predict the reaction yield, written as a fraction of the theoretical maximum amount of product (1.0 means a 100% yield; for example, 0.34 means a 34% yield). (1) The reactants are Br[C:2]1[CH:3]=[C:4]([CH:7]([O:11][CH2:12][CH3:13])[O:8][CH2:9][CH3:10])[S:5][CH:6]=1.C[CH2:15][O:16]CC.C([Li])CCC.CN(C=O)C. The catalyst is CCCCCC. The product is [CH2:9]([O:8][CH:7]([O:11][CH2:12][CH3:13])[C:4]1[S:5][CH:6]=[C:2]([CH:15]=[O:16])[CH:3]=1)[CH3:10]. The yield is 0.420. (2) The reactants are Br[C:2]1[N:7]=[C:6]2[N:8]([CH:12]([CH2:15][CH3:16])[CH2:13][CH3:14])[C:9]([OH:11])=[N:10][C:5]2=[N:4][CH:3]=1.CN1C[CH2:21][CH2:20][C:19]1=O.C(N(CC)CC)C.C([Sn](CCCC)(CCCC)/C=C/C)CCC. The catalyst is CCOC(C)=O.C1C=CC([P]([Pd]([P](C2C=CC=CC=2)(C2C=CC=CC=2)C2C=CC=CC=2)([P](C2C=CC=CC=2)(C2C=CC=CC=2)C2C=CC=CC=2)[P](C2C=CC=CC=2)(C2C=CC=CC=2)C2C=CC=CC=2)(C2C=CC=CC=2)C2C=CC=CC=2)=CC=1. The product is [CH3:14][CH2:13][CH:12]([N:8]1[C:6]2=[N:7][C:2](/[CH:19]=[CH:20]/[CH3:21])=[CH:3][N:4]=[C:5]2[N:10]=[C:9]1[OH:11])[CH2:15][CH3:16]. The yield is 0.150. (3) The reactants are [CH3:1][O:2][C:3]1[CH:12]=[CH:11][CH:10]=[C:9]2[C:4]=1[CH2:5][CH2:6][CH:7]([C:13]([O:15][CH3:16])=[O:14])[CH2:8]2.[N+:17]([O-])([OH:19])=[O:18].C(OCC)C. The catalyst is C(OC(=O)C)(=O)C. The product is [CH3:1][O:2][C:3]1[CH:12]=[CH:11][C:10]([N+:17]([O-:19])=[O:18])=[C:9]2[C:4]=1[CH2:5][CH2:6][CH:7]([C:13]([O:15][CH3:16])=[O:14])[CH2:8]2. The yield is 0.200. (4) The reactants are C(O)(=O)C.[CH3:5][O:6][C:7]([C:9]1[N:10]=[CH:11][C:12]([CH:21]=O)=[C:13]2[CH2:18][O:17][C:16]([CH3:20])([CH3:19])[O:15][C:14]=12)=[O:8].[F:23][C:24]1[CH:30]=[CH:29][C:27]([NH2:28])=[CH:26][CH:25]=1.C([BH3-])#N.[Na+]. The catalyst is CO. The product is [F:23][C:24]1[CH:30]=[CH:29][C:27]([NH:28][CH2:21][C:12]2[CH:11]=[N:10][C:9]([C:7]([O:6][CH3:5])=[O:8])=[C:14]3[O:15][C:16]([CH3:19])([CH3:20])[O:17][CH2:18][C:13]=23)=[CH:26][CH:25]=1. The yield is 0.960. (5) The reactants are [CH2:1]1[C:10]2[C:9]3[CH:11]=[CH:12][CH:13]=[CH:14][C:8]=3[CH2:7][CH2:6][C:5]=2[NH:4][C:3](=[O:15])[CH2:2]1.C([SiH](CC)CC)C.FC(F)(F)C(O)=O.C(=O)(O)[O-].[Na+]. The catalyst is ClCCl. The product is [CH2:1]1[C@@H:10]2[C@H:5]([CH2:6][CH2:7][C:8]3[CH:14]=[CH:13][CH:12]=[CH:11][C:9]=32)[NH:4][C:3](=[O:15])[CH2:2]1. The yield is 0.790.